This data is from Catalyst prediction with 721,799 reactions and 888 catalyst types from USPTO. The task is: Predict which catalyst facilitates the given reaction. (1) Reactant: Cl[C:2]1[C:7]([C:8]([NH2:10])=O)=[CH:6][C:5]([F:11])=[CH:4][N:3]=1.ClC1C(C(O)=O)=CC(F)=C[N:14]=1.C(Cl)(=O)C(Cl)=O.[NH3:29]. Product: [F:11][C:5]1[CH:6]=[C:7]2[C:8]([NH2:14])=[N:10][NH:3][C:2]2=[N:29][CH:4]=1. The catalyst class is: 59. (2) Reactant: [CH:1]([N-:4][CH:5]([CH3:7])[CH3:6])([CH3:3])[CH3:2].[Li+].[Cl:9][C:10]1[C:14](Cl)=[N:13][S:12][N:11]=1. Product: [Cl:9][C:10](=[N:11][S:12][N:4]([CH:5]([CH3:7])[CH3:6])[CH:1]([CH3:3])[CH3:2])[C:14]#[N:13]. The catalyst class is: 1. (3) Reactant: [N+:1]([C:4]1[CH:10]=[CH:9][C:7]([NH2:8])=[CH:6][CH:5]=1)([O-:3])=[O:2].O1CCCC1.[CH2:16]([CH2:22]Cl)[CH2:17][O:18][C:19](Cl)=[O:20].CC(C)([O-])C.[K+]. Product: [N+:1]([C:4]1[CH:10]=[CH:9][C:7]([N:8]2[CH2:22][CH2:16][CH2:17][O:18][C:19]2=[O:20])=[CH:6][CH:5]=1)([O-:3])=[O:2]. The catalyst class is: 277. (4) Reactant: Br[C:2]1[CH:7]=[CH:6][CH:5]=[CH:4][C:3]=1[CH2:8][CH2:9][CH3:10].[O:11]1[CH2:13][CH2:12]1. Product: [CH2:8]([C:3]1[CH:4]=[CH:5][CH:6]=[CH:7][C:2]=1[CH2:13][CH2:12][OH:11])[CH2:9][CH3:10]. The catalyst class is: 7. (5) Reactant: [C:1]([Si:5]([O:8][C:9]1[CH:14]=[C:13]([O:15][CH2:16][CH3:17])[CH:12]=[CH:11][C:10]=1[F:18])([CH3:7])[CH3:6])([CH3:4])([CH3:3])[CH3:2].CN(C)CCN(C)CCN(C)C.C([Li])CCC.CN([CH:39]=[O:40])C. Product: [C:1]([Si:5]([CH3:7])([CH3:6])[O:8][C:9]1[C:10]([F:18])=[C:11]([CH:12]=[C:13]([O:15][CH2:16][CH3:17])[CH:14]=1)[CH:39]=[O:40])([CH3:4])([CH3:3])[CH3:2]. The catalyst class is: 1. (6) Reactant: [H-].[Al+3].[Li+].[H-].[H-].[H-].[Cl-].[Al+3].[Cl-].[Cl-].C([O:13][C:14]([C:16]1[C:25]([Br:26])=[CH:24][C:23]2[C:18](=[CH:19][CH:20]=[CH:21][CH:22]=2)[CH:17]=1)=O)C.O.N. Product: [Br:26][C:25]1[C:16]([CH2:14][OH:13])=[CH:17][C:18]2[C:23]([CH:24]=1)=[CH:22][CH:21]=[CH:20][CH:19]=2. The catalyst class is: 7. (7) Reactant: [CH3:1][O:2][C:3]1[CH:4]=[C:5]([Mg]Br)[CH:6]=[CH:7][CH:8]=1.[C:11]1(=[O:17])[CH2:16][CH2:15][CH2:14][CH2:13][CH2:12]1. Product: [CH3:1][O:2][C:3]1[CH:4]=[C:5]([C:11]2([OH:17])[CH2:16][CH2:15][CH2:14][CH2:13][CH2:12]2)[CH:6]=[CH:7][CH:8]=1. The catalyst class is: 316. (8) Reactant: [C:1]([O:5][C:6](=[O:44])[NH:7][C:8]1[CH:9]=[N:10][CH:11]=[C:12]([C:14]([N:16]2[CH2:21][CH2:20][CH:19]([C:22]3[CH:27]=[CH:26][CH:25]=[C:24]([CH2:28][N:29]([C:37]([O:39][C:40]([CH3:43])([CH3:42])[CH3:41])=[O:38])[C:30]([O:32][C:33]([CH3:36])([CH3:35])[CH3:34])=[O:31])[CH:23]=3)[CH2:18][CH2:17]2)=[O:15])[CH:13]=1)([CH3:4])([CH3:3])[CH3:2].[H-].[Na+].[Br:47][C:48]1[CH:55]=[CH:54][C:51]([CH2:52]Br)=[C:50]([F:56])[CH:49]=1. Product: [CH3:4][C:1]([O:5][C:6](=[O:44])[N:7]([CH2:52][C:51]1[CH:54]=[CH:55][C:48]([Br:47])=[CH:49][C:50]=1[F:56])[C:8]1[CH:9]=[N:10][CH:11]=[C:12]([C:14]([N:16]2[CH2:17][CH2:18][CH:19]([C:22]3[CH:27]=[CH:26][CH:25]=[C:24]([CH2:28][N:29]([C:30]([O:32][C:33]([CH3:34])([CH3:35])[CH3:36])=[O:31])[C:37]([O:39][C:40]([CH3:43])([CH3:42])[CH3:41])=[O:38])[CH:23]=3)[CH2:20][CH2:21]2)=[O:15])[CH:13]=1)([CH3:2])[CH3:3]. The catalyst class is: 9. (9) Reactant: [Br:1][C:2]1[CH:10]=[CH:9][C:5]([C:6]([NH2:8])=[O:7])=[C:4]([OH:11])[CH:3]=1.[F:12][C:13]1[CH:14]=[C:15]([CH:24]=[CH:25][C:26]=1[F:27])[CH2:16][N:17]1[CH2:22][CH2:21][C:20](=O)[CH2:19][CH2:18]1.O.C1(C)C=CC(S(O)(=O)=O)=CC=1.C(=O)([O-])[O-].[Na+].[Na+]. Product: [Br:1][C:2]1[CH:10]=[CH:9][C:5]2[C:6](=[O:7])[NH:8][C:20]3([O:11][C:4]=2[CH:3]=1)[CH2:21][CH2:22][N:17]([CH2:16][C:15]1[CH:24]=[CH:25][C:26]([F:27])=[C:13]([F:12])[CH:14]=1)[CH2:18][CH2:19]3. The catalyst class is: 802. (10) Reactant: C[O:2][C:3]1[CH:4]=[C:5]2[C:21](=[CH:22][CH:23]=1)[C:8]1([CH2:13][CH2:12][N:11]([C:14]([O:16][C:17]([CH3:20])([CH3:19])[CH3:18])=[O:15])[CH2:10][CH2:9]1)[CH2:7][CH2:6]2.C([S-])C.[Na+].[Cl-].[NH4+]. Product: [OH:2][C:3]1[CH:4]=[C:5]2[C:21](=[CH:22][CH:23]=1)[C:8]1([CH2:13][CH2:12][N:11]([C:14]([O:16][C:17]([CH3:20])([CH3:18])[CH3:19])=[O:15])[CH2:10][CH2:9]1)[CH2:7][CH2:6]2. The catalyst class is: 9.